From a dataset of Peptide-MHC class II binding affinity with 134,281 pairs from IEDB. Regression. Given a peptide amino acid sequence and an MHC pseudo amino acid sequence, predict their binding affinity value. This is MHC class II binding data. (1) The peptide sequence is GVEGIGLQYLGYVIRK. The MHC is DRB5_0101 with pseudo-sequence DRB5_0101. The binding affinity (normalized) is 0.834. (2) The peptide sequence is TRILTIPQSLDSWWT. The MHC is HLA-DPA10103-DPB10401 with pseudo-sequence HLA-DPA10103-DPB10401. The binding affinity (normalized) is 0.199. (3) The binding affinity (normalized) is 0.513. The MHC is DRB1_1302 with pseudo-sequence DRB1_1302. The peptide sequence is AEHQAIVRDVLAASD. (4) The peptide sequence is DEYVEQVAQYKALPV. The MHC is HLA-DPA10103-DPB10301 with pseudo-sequence HLA-DPA10103-DPB10301. The binding affinity (normalized) is 0.358. (5) The peptide sequence is YDKFLTNVSTVLTGK. The MHC is DRB1_0101 with pseudo-sequence DRB1_0101. The binding affinity (normalized) is 0.729.